From a dataset of Full USPTO retrosynthesis dataset with 1.9M reactions from patents (1976-2016). Predict the reactants needed to synthesize the given product. (1) Given the product [CH2:1]([C:5]1([CH2:21][CH2:22][CH2:23][CH3:24])[C:17]2[CH:16]=[C:15]([C:18](=[N:26][OH:27])[CH3:19])[CH:14]=[CH:13][C:12]=2[C:11]2[C:6]1=[CH:7][CH:8]=[CH:9][CH:10]=2)[CH2:2][CH2:3][CH3:4], predict the reactants needed to synthesize it. The reactants are: [CH2:1]([C:5]1([CH2:21][CH2:22][CH2:23][CH3:24])[C:17]2[CH:16]=[C:15]([C:18](=O)[CH3:19])[CH:14]=[CH:13][C:12]=2[C:11]2[C:6]1=[CH:7][CH:8]=[CH:9][CH:10]=2)[CH2:2][CH2:3][CH3:4].Cl.[NH2:26][OH:27].C([O-])(=O)C.[Na+].O. (2) Given the product [Cl:10][C:11]1[CH:12]=[CH:13][C:14]([C:17]2[N:19]=[C:7]([C:6]3[N:2]([CH3:1])[CH:3]=[N:4][CH:5]=3)[O:8][N:18]=2)=[N:15][CH:16]=1, predict the reactants needed to synthesize it. The reactants are: [CH3:1][N:2]1[C:6]([C:7](Cl)=[O:8])=[CH:5][N:4]=[CH:3]1.[Cl:10][C:11]1[CH:12]=[CH:13][C:14]([C:17]([NH:19]O)=[NH:18])=[N:15][CH:16]=1.O.